Dataset: CYP1A2 inhibition data for predicting drug metabolism from PubChem BioAssay. Task: Regression/Classification. Given a drug SMILES string, predict its absorption, distribution, metabolism, or excretion properties. Task type varies by dataset: regression for continuous measurements (e.g., permeability, clearance, half-life) or binary classification for categorical outcomes (e.g., BBB penetration, CYP inhibition). Dataset: cyp1a2_veith. (1) The compound is Cc1cc(NCc2ccccn2)ccc1Br. The result is 1 (inhibitor). (2) The molecule is CCc1cccc(C)c1NC(=O)CSc1nc2ccc(N3C(=O)c4ccccc4C3=O)cc2s1. The result is 0 (non-inhibitor). (3) The compound is N[C@@H](C(=O)O)[C@H](CC(=O)O)c1ccc(Cl)cc1. The result is 0 (non-inhibitor). (4) The compound is Cc1cc(C(C)(C)C)c(OCCCN2CCOCC2)c(C(C)(C)C)c1. The result is 0 (non-inhibitor). (5) The molecule is CCS(=O)(=O)N1CCC(C(=O)NCc2cccnc2)CC1. The result is 0 (non-inhibitor). (6) The compound is O=C(c1ccc2c(=O)n(CC3CCCO3)c(=S)[nH]c2c1)N1CCN(c2ccccc2)CC1. The result is 0 (non-inhibitor). (7) The molecule is CNCCCCOc1ccccc1Cc1ccccc1. The result is 1 (inhibitor). (8) The molecule is O=C(CN1CCCC1)N/N=C/c1ccc(-c2cccc(Cl)c2)o1. The result is 1 (inhibitor). (9) The drug is Cc1cc(N)c2cc(NC(=O)Nc3ccc4nc(C)cc(N)c4c3)ccc2n1. The result is 0 (non-inhibitor). (10) The molecule is CCCCOC(=O)c1cc2c(cn1)[nH]c1ccccc12. The result is 1 (inhibitor).